Dataset: Catalyst prediction with 721,799 reactions and 888 catalyst types from USPTO. Task: Predict which catalyst facilitates the given reaction. (1) Reactant: C[O-].[Na+].Cl.[NH2:5][OH:6].[C:7](/[N:9]=[C:10](\SC)/[NH:11][C:12]1[CH:17]=[CH:16][CH:15]=[C:14]([C:18]([F:21])([F:20])[F:19])[CH:13]=1)#[N:8]. Product: [F:19][C:18]([F:21])([F:20])[C:14]1[CH:13]=[C:12]([NH:11][C:10]2[N:9]=[C:7]([NH2:8])[O:6][N:5]=2)[CH:17]=[CH:16][CH:15]=1. The catalyst class is: 8. (2) Reactant: [CH:1]([C:3]1[C:8]([NH:9][C:10]([O:12][CH2:13][CH3:14])=[O:11])=[CH:7][C:6]([C:15]2[CH:16]=[CH:17][C:18](=[O:24])[N:19]([CH:21]([CH3:23])[CH3:22])[N:20]=2)=[C:5]([C:25]2[CH:30]=[CH:29][CH:28]=[CH:27][CH:26]=2)[N:4]=1)=O.Cl.[NH2:32][OH:33].CC([O-])=O.[Na+]. Product: [OH:33][N:32]=[CH:1][C:3]1[C:8]([NH:9][C:10]([O:12][CH2:13][CH3:14])=[O:11])=[CH:7][C:6]([C:15]2[CH:16]=[CH:17][C:18](=[O:24])[N:19]([CH:21]([CH3:23])[CH3:22])[N:20]=2)=[C:5]([C:25]2[CH:30]=[CH:29][CH:28]=[CH:27][CH:26]=2)[N:4]=1. The catalyst class is: 52. (3) Reactant: [Cl:1][C:2]1[CH:3]=[C:4]([C:9]2[O:13][N:12]=[CH:11][C:10]=2[C:14](OCC)=[O:15])[CH:5]=[CH:6][C:7]=1[F:8].[H-].C([Al+]CC(C)C)C(C)C.Cl. Product: [Cl:1][C:2]1[CH:3]=[C:4]([C:9]2[O:13][N:12]=[CH:11][C:10]=2[CH2:14][OH:15])[CH:5]=[CH:6][C:7]=1[F:8]. The catalyst class is: 7. (4) Reactant: [CH2:1]([O:5][C:6]([C:8]1[N:9]=[C:10]([Cl:26])[C:11]2[C:16]([C:17]=1[OH:18])=[CH:15][C:14]([O:19][C:20]1[CH:25]=[CH:24][CH:23]=[CH:22][CH:21]=1)=[CH:13][CH:12]=2)=[O:7])[CH2:2][CH2:3][CH3:4].[N+:27]([O-])([O-:29])=[O:28].[K+]. Product: [CH2:1]([O:5][C:6]([C:8]1[N:9]=[C:10]([Cl:26])[C:11]2[C:16]([C:17]=1[OH:18])=[CH:15][C:14]([O:19][C:20]1[CH:25]=[CH:24][C:23]([N+:27]([O-:29])=[O:28])=[CH:22][CH:21]=1)=[CH:13][CH:12]=2)=[O:7])[CH2:2][CH2:3][CH3:4]. The catalyst class is: 65. (5) Reactant: C[O:2][C:3](=[O:42])[CH2:4][CH2:5][NH:6][C:7](=[O:41])[C:8]1[CH:13]=[CH:12][C:11]([C:14](=[O:40])[CH:15]([C:29]2[CH:34]=[CH:33][C:32]([O:35][C:36]([F:39])([F:38])[F:37])=[CH:31][CH:30]=2)[CH2:16][C:17]([C:19]2[CH:24]=[CH:23][C:22]([C:25]([CH3:28])([CH3:27])[CH3:26])=[CH:21][CH:20]=2)=[O:18])=[CH:10][CH:9]=1.[OH-].[Na+]. Product: [C:25]([C:22]1[CH:23]=[CH:24][C:19]([C:17](=[O:18])[CH2:16][CH:15]([C:29]2[CH:30]=[CH:31][C:32]([O:35][C:36]([F:38])([F:39])[F:37])=[CH:33][CH:34]=2)[C:14]([C:11]2[CH:12]=[CH:13][C:8]([C:7]([NH:6][CH2:5][CH2:4][C:3]([OH:42])=[O:2])=[O:41])=[CH:9][CH:10]=2)=[O:40])=[CH:20][CH:21]=1)([CH3:28])([CH3:26])[CH3:27]. The catalyst class is: 8. (6) Reactant: Cl.[CH3:2][C:3]1[C:11]([C:12](=[S:14])[NH2:13])=[C:6]2[CH:7]=[CH:8][CH:9]=[CH:10][N:5]2[N:4]=1.Cl[CH:16]([C:22](=O)[CH:23]1[CH2:28][CH2:27][O:26][CH2:25][CH2:24]1)[C:17]([O:19][CH2:20][CH3:21])=[O:18]. Product: [CH3:2][C:3]1[C:11]([C:12]2[S:14][C:16]([C:17]([O:19][CH2:20][CH3:21])=[O:18])=[C:22]([CH:23]3[CH2:24][CH2:25][O:26][CH2:27][CH2:28]3)[N:13]=2)=[C:6]2[CH:7]=[CH:8][CH:9]=[CH:10][N:5]2[N:4]=1. The catalyst class is: 41.